The task is: Predict the reactants needed to synthesize the given product.. This data is from Retrosynthesis with 50K atom-mapped reactions and 10 reaction types from USPTO. (1) Given the product Cn1cnc(-c2cc(C#N)ccn2)c1-c1ccc(-n2cccn2)cc1, predict the reactants needed to synthesize it. The reactants are: Cn1cnc(-c2cc(C#N)ccn2)c1Br.OB(O)c1ccc(-n2cccn2)cc1. (2) Given the product CCOc1cccc(CC(=O)OC)c1, predict the reactants needed to synthesize it. The reactants are: CCBr.COC(=O)Cc1cccc(O)c1. (3) Given the product CC(C)(C)OC(=O)NCC=CB1OC(C)(C)C(C)(C)O1, predict the reactants needed to synthesize it. The reactants are: CC(C)(C)OC(=O)NCC=CB(O)O.CC(C)(O)C(C)(C)O. (4) Given the product CCCOc1ccc(S(=O)(=O)N2CCN(CCC)CC2)cc1-c1cc2c(=O)n(C)c(=O)n(CCC)c2[nH]1, predict the reactants needed to synthesize it. The reactants are: CCC=O.CCCOc1ccc(S(=O)(=O)N2CCNCC2)cc1-c1cc2c(=O)n(C)c(=O)n(CCC)c2[nH]1. (5) Given the product CCCC(=O)c1cnc2c(C(C)=O)cccc2c1Nc1ccc(O)cc1C, predict the reactants needed to synthesize it. The reactants are: CCCC(=O)c1cnc2c(C(C)=O)cccc2c1Cl.Cc1cc(O)ccc1N. (6) Given the product CC(C)Cc1cn(-c2nc(CO)cs2)c2cc(Cl)ccc12, predict the reactants needed to synthesize it. The reactants are: CCOC(=O)c1csc(-n2cc(CC(C)C)c3ccc(Cl)cc32)n1.